From a dataset of Peptide-MHC class II binding affinity with 134,281 pairs from IEDB. Regression. Given a peptide amino acid sequence and an MHC pseudo amino acid sequence, predict their binding affinity value. This is MHC class II binding data. The MHC is DRB5_0101 with pseudo-sequence DRB5_0101. The binding affinity (normalized) is 0.692. The peptide sequence is LARALVRAVAESHGV.